This data is from Forward reaction prediction with 1.9M reactions from USPTO patents (1976-2016). The task is: Predict the product of the given reaction. (1) Given the reactants [Cl:1][C:2]1[CH:17]=[CH:16][C:5]([CH2:6][O:7][NH:8]C(=O)OC(C)(C)C)=[CH:4][CH:3]=1, predict the reaction product. The product is: [Cl:1][C:2]1[CH:17]=[CH:16][C:5]([CH2:6][O:7][NH2:8])=[CH:4][CH:3]=1. (2) Given the reactants [C:1]1([C@H:7]2[C@H:16]3[CH2:17][CH2:18][N:19]([C:20]([C@H:22]4[CH2:27][CH2:26][CH2:25][CH2:24][C@H:23]4[NH:28][C:29]([C:31]4[CH:39]=[CH:38][CH:37]=[CH:36][C:32]=4[C:33]([OH:35])=O)=[O:30])=[O:21])[C@H:15]3[C:14]3[CH:13]=[CH:12][CH:11]=[CH:10][C:9]=3[NH:8]2)[CH:6]=[CH:5][CH:4]=[CH:3][CH:2]=1.C(N(CC)CC)C.CCOC(OC(OCC)=O)=O.O, predict the reaction product. The product is: [C:1]1([C@H:7]2[C@H:16]3[CH2:17][CH2:18][N:19]([C:20]([C@H:22]4[CH2:27][CH2:26][CH2:25][CH2:24][C@H:23]4[N:28]4[C:33](=[O:35])[C:32]5[C:31](=[CH:39][CH:38]=[CH:37][CH:36]=5)[C:29]4=[O:30])=[O:21])[C@H:15]3[C:14]3[CH:13]=[CH:12][CH:11]=[CH:10][C:9]=3[NH:8]2)[CH:2]=[CH:3][CH:4]=[CH:5][CH:6]=1. (3) Given the reactants [Br-].B(O)O.O.Br[C:7]1[CH:12]=[C:11]([C:13]([F:16])([F:15])[F:14])[CH:10]=[CH:9][C:8]=1[OH:17].[N:18]1[CH:23]=[CH:22][CH:21]=[C:20](B(O)O)[CH:19]=1, predict the reaction product. The product is: [N:18]1[CH:23]=[CH:22][CH:21]=[C:20]([C:7]2[CH:12]=[C:11]([C:13]([F:16])([F:15])[F:14])[CH:10]=[CH:9][C:8]=2[OH:17])[CH:19]=1. (4) Given the reactants [Cl:1][C:2]1[C:3]([O:22][CH3:23])=[CH:4][CH:5]=[C:6]2[C:11]=1[N:10]=[C:9]([C:12]1[S:13][CH:14]=[C:15]([C:17]([F:20])([F:19])[F:18])[N:16]=1)[CH:8]=[C:7]2O.O=P(Cl)(Cl)[Cl:26], predict the reaction product. The product is: [Cl:26][C:7]1[C:6]2[C:11](=[C:2]([Cl:1])[C:3]([O:22][CH3:23])=[CH:4][CH:5]=2)[N:10]=[C:9]([C:12]2[S:13][CH:14]=[C:15]([C:17]([F:20])([F:19])[F:18])[N:16]=2)[CH:8]=1. (5) The product is: [Cl:1][C:2]1[N:10]=[CH:9][CH:8]=[CH:7][C:3]=1[C:4]([Cl:14])=[O:5]. Given the reactants [Cl:1][C:2]1[N:10]=[CH:9][CH:8]=[CH:7][C:3]=1[C:4](O)=[O:5].C(Cl)(=O)C([Cl:14])=O, predict the reaction product. (6) Given the reactants [CH2:1]([N:3]([CH2:12][CH3:13])[C:4]1[CH:9]=[CH:8][C:7]([N:10]=O)=[CH:6][CH:5]=1)[CH3:2].[C:14]1([C:20]2[CH:24]=[C:23]([NH2:25])[N:22]([C:26]3[CH:31]=[CH:30][CH:29]=[CH:28][N:27]=3)[N:21]=2)[CH:19]=[CH:18][CH:17]=[CH:16][CH:15]=1, predict the reaction product. The product is: [CH2:1]([N:3]([CH2:12][CH3:13])[C:4]1[CH:9]=[C:8]2[C:7]([N:10]=[C:24]3[C:20]([C:14]4[CH:15]=[CH:16][CH:17]=[CH:18][CH:19]=4)=[N:21][N:22]([C:26]4[CH:31]=[CH:30][CH:29]=[CH:28][N:27]=4)[C:23]3=[N:25]2)=[CH:6][CH:5]=1)[CH3:2].